Dataset: Full USPTO retrosynthesis dataset with 1.9M reactions from patents (1976-2016). Task: Predict the reactants needed to synthesize the given product. (1) Given the product [NH2:13][C:3]1[CH:4]=[C:5]([CH:10]=[C:11]([Cl:12])[C:2]=1[NH2:1])[C:6]([O:8][CH3:9])=[O:7], predict the reactants needed to synthesize it. The reactants are: [NH2:1][C:2]1[C:11]([Cl:12])=[CH:10][C:5]([C:6]([O:8][CH3:9])=[O:7])=[CH:4][C:3]=1[N+:13]([O-])=O.S(S([O-])=O)([O-])=O.[Na+].[Na+].C(=O)(O)[O-].[Na+]. (2) Given the product [NH:11]1[CH2:12][CH2:13][CH:8]([NH:7][C:2]2[CH:3]=[CH:4][CH:5]=[CH:6][N:1]=2)[CH2:9][CH2:10]1, predict the reactants needed to synthesize it. The reactants are: [N:1]1[CH:6]=[CH:5][CH:4]=[CH:3][C:2]=1[NH:7][CH:8]1[CH2:13][CH2:12][N:11](C(OCC)=O)[CH2:10][CH2:9]1. (3) Given the product [Cl:1][C:2]1[CH:34]=[CH:33][C:5]([CH2:6][O:7][C:8]2[CH:9]=[CH:10][C:11]([C:14]([F:32])([F:31])[C:15]([C:23]3[CH:28]=[CH:27][C:26]([F:29])=[CH:25][C:24]=3[F:30])([OH:22])[CH2:16][N:17]3[CH:21]=[N:20][N:19]=[N:18]3)=[N:12][CH:13]=2)=[CH:4][CH:3]=1, predict the reactants needed to synthesize it. The reactants are: [Cl:1][C:2]1[CH:34]=[CH:33][C:5]([CH2:6][O:7][C:8]2[CH:9]=[CH:10][C:11]([C:14]([F:32])([F:31])[C:15]([C:23]3[CH:28]=[CH:27][C:26]([F:29])=[CH:25][C:24]=3[F:30])([OH:22])[CH2:16][N:17]3[CH:21]=[N:20][N:19]=[N:18]3)=[N:12][CH:13]=2)=[C:4](F)[CH:3]=1.BrCC1C=CC(Cl)=CC=1. (4) The reactants are: [CH3:1][C@@H:2]1[CH2:6][S:5](=[O:8])(=[O:7])[NH:4][CH2:3]1.Br[C:10]1[CH:15]=[CH:14][C:13]([C:16]([N:18]2[CH2:23][CH2:22][N:21]([C:24]3[C:29]([CH3:30])=[CH:28][C:27]([CH3:31])=[CH:26][N:25]=3)[CH2:20][CH2:19]2)=[O:17])=[C:12]([CH3:32])[CH:11]=1. Given the product [CH3:30][C:29]1[C:24]([N:21]2[CH2:20][CH2:19][N:18]([C:16]([C:13]3[CH:14]=[CH:15][C:10]([N:4]4[CH2:3][C@H:2]([CH3:1])[CH2:6][S:5]4(=[O:8])=[O:7])=[CH:11][C:12]=3[CH3:32])=[O:17])[CH2:23][CH2:22]2)=[N:25][CH:26]=[C:27]([CH3:31])[CH:28]=1, predict the reactants needed to synthesize it. (5) Given the product [C:7]([C:6]([CH3:11])([O:5][C:4]1[CH:12]=[C:13]([O:21][CH3:22])[C:14]([C:16]2[S:17][CH:18]=[CH:19][CH:20]=2)=[CH:15][C:3]=1/[CH:1]=[CH:24]/[C:23]([C:26]1[CH:34]=[CH:33][C:29]([C:30]([OH:32])=[O:31])=[CH:28][CH:27]=1)=[O:25])[CH3:10])([OH:9])=[O:8], predict the reactants needed to synthesize it. The reactants are: [CH:1]([C:3]1[CH:15]=[C:14]([C:16]2[S:17][CH:18]=[CH:19][CH:20]=2)[C:13]([O:21][CH3:22])=[CH:12][C:4]=1[O:5][C:6]([CH3:11])([CH3:10])[C:7]([OH:9])=[O:8])=O.[C:23]([C:26]1[CH:34]=[CH:33][C:29]([C:30]([OH:32])=[O:31])=[CH:28][CH:27]=1)(=[O:25])[CH3:24].C[O-].[Li+].Cl.